This data is from Forward reaction prediction with 1.9M reactions from USPTO patents (1976-2016). The task is: Predict the product of the given reaction. The product is: [CH3:2][CH:1]([NH:4][CH:6]1[C:5](=[O:11])[NH:9][C:8](=[O:10])[CH2:7]1)[CH3:3]. Given the reactants [CH:1]([NH2:4])([CH3:3])[CH3:2].[C:5]1(=[O:11])[NH:9][C:8](=[O:10])[CH:7]=[CH:6]1, predict the reaction product.